From a dataset of Peptide-MHC class II binding affinity with 134,281 pairs from IEDB. Regression. Given a peptide amino acid sequence and an MHC pseudo amino acid sequence, predict their binding affinity value. This is MHC class II binding data. (1) The peptide sequence is AFKVAATAFNAAPAN. The MHC is DRB1_0701 with pseudo-sequence DRB1_0701. The binding affinity (normalized) is 0.437. (2) The peptide sequence is VCGMFTNRSGSQQWR. The MHC is DRB1_0101 with pseudo-sequence DRB1_0101. The binding affinity (normalized) is 0.197. (3) The peptide sequence is AAEQLWVTVYYGVPVWK. The MHC is HLA-DPA10201-DPB11401 with pseudo-sequence HLA-DPA10201-DPB11401. The binding affinity (normalized) is 0.246. (4) The peptide sequence is TLGEVWKRELNLLDK. The MHC is DRB3_0202 with pseudo-sequence DRB3_0202. The binding affinity (normalized) is 0.219. (5) The peptide sequence is ERGYVKLEGRVIDLG. The MHC is DRB3_0301 with pseudo-sequence DRB3_0301. The binding affinity (normalized) is 0.585. (6) The peptide sequence is EKKYFAATQFNPLAA. The MHC is HLA-DPA10201-DPB10501 with pseudo-sequence HLA-DPA10201-DPB10501. The binding affinity (normalized) is 0.711. (7) The peptide sequence is DNEAYEMPSEEGYQD. The MHC is DRB4_0101 with pseudo-sequence DRB4_0103. The binding affinity (normalized) is 0.0109.